The task is: Predict the reactants needed to synthesize the given product.. This data is from Full USPTO retrosynthesis dataset with 1.9M reactions from patents (1976-2016). (1) Given the product [F:16][C:17]1[CH:18]=[C:19]([C:20]#[N:21])[CH:22]=[CH:23][C:24]=1[CH:25]1[N:29]2[CH:30]=[N:31][CH:32]=[C:28]2[C:27]2([CH2:1][CH2:33]2)[CH2:26]1, predict the reactants needed to synthesize it. The reactants are: [C:1](O)(C(F)(F)F)=O.[Zn](CC)CC.C(I)I.[F:16][C:17]1[CH:18]=[C:19]([CH:22]=[CH:23][C:24]=1[CH:25]1[N:29]2[CH:30]=[N:31][CH:32]=[C:28]2[C:27](=[CH2:33])[CH2:26]1)[C:20]#[N:21]. (2) The reactants are: [F:1][C:2]([F:41])([F:40])[C:3]1[CH:4]=[C:5]([C@H:13]([O:15][C@H:16]2[CH2:21][CH2:20][N:19]([C:22](OC3C=CC([N+]([O-])=O)=CC=3)=[O:23])[CH2:18][C@H:17]2[C:34]2[CH:39]=[CH:38][CH:37]=[CH:36][CH:35]=2)[CH3:14])[CH:6]=[C:7]([C:9]([F:12])([F:11])[F:10])[CH:8]=1.[NH:42]1[CH2:47][CH2:46][CH:45]([N:48]2[CH2:53][CH2:52][CH2:51][O:50][C:49]2=[O:54])[CH2:44][CH2:43]1. Given the product [F:1][C:2]([F:41])([F:40])[C:3]1[CH:4]=[C:5]([C@H:13]([O:15][C@H:16]2[CH2:21][CH2:20][N:19]([C:22]([N:42]3[CH2:47][CH2:46][CH:45]([N:48]4[CH2:53][CH2:52][CH2:51][O:50][C:49]4=[O:54])[CH2:44][CH2:43]3)=[O:23])[CH2:18][C@H:17]2[C:34]2[CH:35]=[CH:36][CH:37]=[CH:38][CH:39]=2)[CH3:14])[CH:6]=[C:7]([C:9]([F:11])([F:10])[F:12])[CH:8]=1, predict the reactants needed to synthesize it. (3) The reactants are: [CH:1]([C:4]1[CH:10]=[CH:9][CH:8]=[CH:7][C:5]=1[NH2:6])([CH3:3])[CH3:2].[C:11]([C:15]1[CH:20]=[CH:19][CH:18]=[CH:17][CH:16]=1)(=O)[CH2:12][CH3:13].CC1C=CC(S(O)(=O)=O)=CC=1. Given the product [CH:1]([C:4]1[CH:10]=[CH:9][CH:8]=[CH:7][C:5]=1[N:6]=[C:11]([C:15]1[CH:20]=[CH:19][CH:18]=[CH:17][CH:16]=1)[CH2:12][CH3:13])([CH3:3])[CH3:2], predict the reactants needed to synthesize it. (4) Given the product [CH3:32][O:31][C:27]1[C:25]2[NH:26][C:22]([NH:18][C:17]3[CH:16]=[CH:15][C:14]([O:13][C:8]4[C:7]([CH:4]5[CH2:3][CH2:2][O:1][CH2:6][CH2:5]5)=[CH:12][CH:11]=[CH:10][N:9]=4)=[CH:20][CH:19]=3)=[N:23][C:24]=2[CH:30]=[CH:29][CH:28]=1, predict the reactants needed to synthesize it. The reactants are: [O:1]1[CH2:6][CH2:5][CH:4]([C:7]2[C:8]([O:13][C:14]3[CH:20]=[CH:19][C:17]([NH2:18])=[CH:16][CH:15]=3)=[N:9][CH:10]=[CH:11][CH:12]=2)[CH2:3][CH2:2]1.Cl[C:22]1[NH:26][C:25]2[C:27]([O:31][CH3:32])=[CH:28][CH:29]=[CH:30][C:24]=2[N:23]=1. (5) Given the product [I:19][C:6]1[N:2]([CH3:1])[C:3]([C:7]2[S:8][CH:9]=[CH:10][CH:11]=2)=[N:4][CH:5]=1, predict the reactants needed to synthesize it. The reactants are: [CH3:1][N:2]1[CH:6]=[CH:5][N:4]=[C:3]1[C:7]1[S:8][CH:9]=[CH:10][CH:11]=1.C1C(=O)N([I:19])C(=O)C1. (6) Given the product [Br:56][C:53]1[S:52][C:51]([NH:50][C:40](=[O:42])[C@@H:39]([C:31]2[CH:32]=[CH:33][C:34]([S:35]([CH3:38])(=[O:36])=[O:37])=[C:29]([Cl:28])[CH:30]=2)[CH2:43][CH:44]2[CH2:48][CH2:47][CH2:46][CH2:45]2)=[N:55][CH:54]=1, predict the reactants needed to synthesize it. The reactants are: C1(P(C2C=CC=CC=2)C2C=CC=CC=2)C=CC=CC=1.BrN1C(=O)CCC1=O.[Cl:28][C:29]1[CH:30]=[C:31]([C@@H:39]([CH2:43][CH:44]2[CH2:48][CH2:47][CH2:46][CH2:45]2)[C:40]([OH:42])=O)[CH:32]=[CH:33][C:34]=1[S:35]([CH3:38])(=[O:37])=[O:36].Br.[NH2:50][C:51]1[S:52][C:53]([Br:56])=[CH:54][N:55]=1.N1C=CC=CC=1. (7) The reactants are: [CH3:1][C:2]1[CH2:3][CH:4]2[C:9]([CH3:13])([CH2:10][C:11]=1[CH3:12])[C:8](=[O:14])[CH2:7][CH2:6][CH2:5]2.[H][H]. Given the product [CH3:1][CH:2]1[CH:11]([CH3:12])[CH2:10][C:9]2([CH3:13])[CH:4]([CH2:5][CH2:6][CH2:7][C:8]2=[O:14])[CH2:3]1, predict the reactants needed to synthesize it. (8) The reactants are: [C:1]([Cu])#[N:2].[N:4]1[CH:9]=CC=CC=1.Br[C:11]1[C:16]([CH3:17])=[C:15](Br)[C:14]([CH3:19])=[C:13](Br)[C:12]=1[CH3:21].[CH2:22](N)[NH2:23]. Given the product [C:22]([C:11]1[C:16]([CH3:17])=[C:15]([C:9]#[N:4])[C:14]([CH3:19])=[C:13]([C:1]#[N:2])[C:12]=1[CH3:21])#[N:23], predict the reactants needed to synthesize it. (9) Given the product [OH:23][CH2:24][C:25]([NH:28][S:29]([C:32]1[CH:33]=[N:34][CH:35]=[C:36]([C:2]#[C:1][C:3]2[N:7]3[CH:8]=[C:9]([C:13]4[CH:18]=[CH:17][C:16]([C:19]([F:21])([F:22])[F:20])=[CH:15][CH:14]=4)[CH:10]=[C:11]([CH3:12])[C:6]3=[N:5][CH:4]=2)[CH:37]=1)(=[O:31])=[O:30])([CH3:27])[CH3:26], predict the reactants needed to synthesize it. The reactants are: [C:1]([C:3]1[N:7]2[CH:8]=[C:9]([C:13]3[CH:18]=[CH:17][C:16]([C:19]([F:22])([F:21])[F:20])=[CH:15][CH:14]=3)[CH:10]=[C:11]([CH3:12])[C:6]2=[N:5][CH:4]=1)#[CH:2].[OH:23][CH2:24][C:25]([NH:28][S:29]([C:32]1[CH:33]=[N:34][CH:35]=[C:36](Br)[CH:37]=1)(=[O:31])=[O:30])([CH3:27])[CH3:26]. (10) Given the product [Cl:3][C:4]1[CH:9]=[CH:8][C:7]([C:10]([NH:12][CH:13]([CH:18]2[CH2:23][CH2:22][CH2:21][CH2:20][CH2:19]2)[C:14]([OH:16])=[O:15])=[O:11])=[C:6]([NH:24][C:25]([NH:27][C:28]2[C:29]([Cl:36])=[CH:30][C:31]([Cl:35])=[CH:32][C:33]=2[Cl:34])=[O:26])[CH:5]=1, predict the reactants needed to synthesize it. The reactants are: [OH-].[Li+].[Cl:3][C:4]1[CH:9]=[CH:8][C:7]([C:10]([NH:12][C@@H:13]([CH:18]2[CH2:23][CH2:22][CH2:21][CH2:20][CH2:19]2)[C:14]([O:16]C)=[O:15])=[O:11])=[C:6]([NH:24][C:25]([NH:27][C:28]2[C:33]([Cl:34])=[CH:32][C:31]([Cl:35])=[CH:30][C:29]=2[Cl:36])=[O:26])[CH:5]=1.CO.Cl.